Dataset: Forward reaction prediction with 1.9M reactions from USPTO patents (1976-2016). Task: Predict the product of the given reaction. (1) Given the reactants C(O[C@@H](C1C(C2C=CC(Cl)=CC=2)=C2C(=CC=1Cl)N=C(C)C=C2)CO)(C)(C)C.C([O:34][CH2:35][C@@H:36]([O:62][C:63]([CH3:66])([CH3:65])[CH3:64])[C:37]1[C:38]([C:49]2[C:58]3[C:53]4=[C:54]([CH2:59][CH2:60][O:61][C:52]4=[CH:51][CH:50]=2)[CH:55]=[CH:56][N:57]=3)=[C:39]2[C:44](=[CH:45][C:46]=1[CH3:47])[N:43]=[C:42]([CH3:48])[CH:41]=[CH:40]2)(=O)C(C)(C)C, predict the reaction product. The product is: [C:63]([O:62][C@@H:36]([C:37]1[C:38]([C:49]2[C:58]3[C:53]4=[C:54]([CH2:59][CH2:60][O:61][C:52]4=[CH:51][CH:50]=2)[CH:55]=[CH:56][N:57]=3)=[C:39]2[C:44](=[CH:45][C:46]=1[CH3:47])[N:43]=[C:42]([CH3:48])[CH:41]=[CH:40]2)[CH2:35][OH:34])([CH3:66])([CH3:64])[CH3:65]. (2) Given the reactants [OH-].[Na+].C[O:4][C:5](=[O:40])[CH2:6][C:7]1[CH:8]=[C:9]([C:14]2[CH:19]=[CH:18][C:17]([C:20]([CH2:38][CH3:39])([C:23]3[CH:28]=[CH:27][C:26](/[CH:29]=[CH:30]/[C:31]([CH2:35][CH3:36])([OH:34])[CH2:32][CH3:33])=[C:25]([CH3:37])[CH:24]=3)[CH2:21][CH3:22])=[CH:16][CH:15]=2)[CH:10]=[C:11]([F:13])[CH:12]=1.[Cl-].[NH4+], predict the reaction product. The product is: [CH2:21]([C:20]([C:17]1[CH:16]=[CH:15][C:14]([C:9]2[CH:10]=[C:11]([F:13])[CH:12]=[C:7]([CH2:6][C:5]([OH:40])=[O:4])[CH:8]=2)=[CH:19][CH:18]=1)([C:23]1[CH:28]=[CH:27][C:26](/[CH:29]=[CH:30]/[C:31]([CH2:32][CH3:33])([OH:34])[CH2:35][CH3:36])=[C:25]([CH3:37])[CH:24]=1)[CH2:38][CH3:39])[CH3:22]. (3) The product is: [CH3:1][S:2][C:3]1[C:4]2[S:11][CH:10]=[C:9]([C:12]([OH:16])=[O:13])[C:5]=2[N:6]=[CH:7][N:8]=1. Given the reactants [CH3:1][S:2][C:3]1[C:4]2[S:11][CH:10]=[C:9]([CH:12]=[O:13])[C:5]=2[N:6]=[CH:7][N:8]=1.CS(C)=[O:16].[O-]Cl=O.[Na+], predict the reaction product. (4) Given the reactants [CH2:1]([C:3]1[C:8](=[O:9])[NH:7][C:6]([CH3:10])=[C:5]([C:11]2[CH:12]=[N:13][CH:14]=[C:15]([C:17]([OH:19])=O)[CH:16]=2)[CH:4]=1)[CH3:2].[NH2:20][CH2:21][CH2:22][C:23]1[CH:31]=[CH:30][C:26]([C:27]([OH:29])=[O:28])=[CH:25][CH:24]=1, predict the reaction product. The product is: [CH2:1]([C:3]1[C:8](=[O:9])[NH:7][C:6]([CH3:10])=[C:5]([C:11]2[CH:12]=[N:13][CH:14]=[C:15]([C:17]([NH:20][CH2:21][CH2:22][C:23]3[CH:31]=[CH:30][C:26]([C:27]([OH:29])=[O:28])=[CH:25][CH:24]=3)=[O:19])[CH:16]=2)[CH:4]=1)[CH3:2]. (5) Given the reactants [F:1][C:2]1[CH:32]=[CH:31][C:5]([CH2:6][N:7]2[C:11]3[C:12](=[O:26])[N:13]([CH3:25])[C:14]([CH:23]=[O:24])=[C:15]([C:16]4[CH:21]=[CH:20][C:19]([CH3:22])=[CH:18][CH:17]=4)[C:10]=3[C:9]3[CH2:27][O:28][CH2:29][CH2:30][C:8]2=3)=[CH:4][CH:3]=1.[Si]([C:37]#[N:38])(C)(C)C.Cl.O1CCOCC1.[CH2:46]1[CH2:51][O:50][CH:49]=[CH:48][CH2:47]1.C([O-])(O)=O.[Na+], predict the reaction product. The product is: [F:1][C:2]1[CH:3]=[CH:4][C:5]([CH2:6][N:7]2[C:11]3[C:12](=[O:26])[N:13]([CH3:25])[C:14]([CH:23]([O:24][CH:49]4[CH2:48][CH2:47][CH2:46][CH2:51][O:50]4)[C:37]#[N:38])=[C:15]([C:16]4[CH:17]=[CH:18][C:19]([CH3:22])=[CH:20][CH:21]=4)[C:10]=3[C:9]3[CH2:27][O:28][CH2:29][CH2:30][C:8]2=3)=[CH:31][CH:32]=1. (6) Given the reactants [F:1][C:2]1[CH:3]=[CH:4][C:5]([CH2:8][O:9][C:10]2[CH:15]=[CH:14][N:13]([C:16]3[CH:17]=[CH:18][C:19]4[O:36][C:23]5[CH2:24][N:25](C(OC(C)(C)C)=O)[CH2:26][CH2:27][CH2:28][C:22]=5[C:20]=4[CH:21]=3)[C:12](=[O:37])[CH:11]=2)=[N:6][CH:7]=1.[ClH:38], predict the reaction product. The product is: [ClH:38].[F:1][C:2]1[CH:3]=[CH:4][C:5]([CH2:8][O:9][C:10]2[CH:15]=[CH:14][N:13]([C:16]3[CH:17]=[CH:18][C:19]4[O:36][C:23]5[CH2:24][NH:25][CH2:26][CH2:27][CH2:28][C:22]=5[C:20]=4[CH:21]=3)[C:12](=[O:37])[CH:11]=2)=[N:6][CH:7]=1. (7) Given the reactants [F:1][C:2]1[CH:7]=[CH:6][C:5]([C:8]2[C:13](/[CH:14]=[CH:15]/[C@@H:16]([OH:24])[CH2:17][C@@H:18]([OH:23])[CH2:19][C:20]([O-:22])=[O:21])=[C:12]([CH:25]([CH3:27])[CH3:26])[N:11]=[C:10]([N:28]([CH3:33])[S:29]([CH3:32])(=[O:31])=[O:30])[N:9]=2)=[CH:4][CH:3]=1.C[NH3+:35].C(OCC)(=O)C.Cl.O, predict the reaction product. The product is: [F:1][C:2]1[CH:7]=[CH:6][C:5]([C:8]2[C:13](/[CH:14]=[CH:15]/[C@@H:16]([OH:24])[CH2:17][C@@H:18]([OH:23])[CH2:19][C:20]([O-:22])=[O:21])=[C:12]([CH:25]([CH3:27])[CH3:26])[N:11]=[C:10]([N:28]([CH3:33])[S:29]([CH3:32])(=[O:31])=[O:30])[N:9]=2)=[CH:4][CH:3]=1.[NH4+:35]. (8) Given the reactants [I:1]Cl.[NH2:3][C:4]1[CH:9]=[CH:8][C:7]([CH:10]2[CH2:15][CH2:14][N:13]([C:16]([O:18][C:19]([CH3:22])([CH3:21])[CH3:20])=[O:17])[CH2:12][CH2:11]2)=[CH:6][CH:5]=1.C(=O)([O-])[O-].[Ca+2].O, predict the reaction product. The product is: [NH2:3][C:4]1[CH:9]=[CH:8][C:7]([CH:10]2[CH2:11][CH2:12][N:13]([C:16]([O:18][C:19]([CH3:22])([CH3:21])[CH3:20])=[O:17])[CH2:14][CH2:15]2)=[CH:6][C:5]=1[I:1].